This data is from Full USPTO retrosynthesis dataset with 1.9M reactions from patents (1976-2016). The task is: Predict the reactants needed to synthesize the given product. (1) Given the product [CH3:12]/[C:11](/[C:14]1[CH:23]=[CH:22][C:17]([C:18]([O:20][CH3:21])=[O:19])=[CH:16][CH:15]=1)=[CH:25]/[CH2:26][CH3:27], predict the reactants needed to synthesize it. The reactants are: C[Si]([N-][Si](C)(C)C)(C)C.[K+].[C:11]([C:14]1[CH:23]=[CH:22][C:17]([C:18]([O:20][CH3:21])=[O:19])=[CH:16][CH:15]=1)(=O)[CH3:12].O1C[CH2:27][CH2:26][CH2:25]1. (2) Given the product [Br:1][C:2]1[CH:3]=[C:4]([CH:8]=[CH:9][C:10]=1[O:11][CH3:12])[C:5]([OH:7])=[O:6], predict the reactants needed to synthesize it. The reactants are: [Br:1][C:2]1[CH:3]=[C:4]([CH:8]=[CH:9][C:10]=1[O:11][CH3:12])[C:5]([O-:7])=[O:6].C1COCC1.[Li+].[OH-].Cl. (3) Given the product [Br:1][C:2]1[CH:23]=[CH:22][C:5]2[N:6]([CH2:20][CH3:21])[C:7]([CH2:9][C:10]3[C:11]([C:13]4[CH:18]=[CH:17][CH:16]=[C:15]([F:19])[CH:14]=4)=[N:38][NH:31][CH:33]=3)=[N:8][C:4]=2[CH:3]=1, predict the reactants needed to synthesize it. The reactants are: [Br:1][C:2]1[CH:23]=[CH:22][C:5]2[N:6]([CH2:20][CH3:21])[C:7]([CH2:9][CH2:10][C:11]([C:13]3[CH:18]=[CH:17][CH:16]=[C:15]([F:19])[CH:14]=3)=O)=[N:8][C:4]=2[CH:3]=1.CN(C([N:31]([CH3:33])C)N(C)C)C.C(O)(=O)C.[NH2:38]N. (4) Given the product [CH2:8]([O:10][C:11](=[O:41])[CH2:12][C:13]1[CH:22]=[C:21]([C:23](=[O:39])[C:24]2[CH:25]=[CH:26][C:27]([S:30]([N:33]3[CH2:7][CH2:6][N:3]([CH3:1])[CH2:4][CH2:5]3)(=[O:32])=[O:31])=[CH:28][CH:29]=2)[C:20]2[C:15](=[CH:16][CH:17]=[C:18]([F:40])[CH:19]=2)[CH:14]=1)[CH3:9], predict the reactants needed to synthesize it. The reactants are: [CH2:1]([N:3]([CH2:6][CH3:7])[CH2:4][CH3:5])C.[CH2:8]([O:10][C:11](=[O:41])[CH2:12][C:13]1[CH:22]=[C:21]([C:23](=[O:39])[C:24]2[CH:29]=[CH:28][C:27]([S:30]([N:33]3CCNCC3)(=[O:32])=[O:31])=[CH:26][CH:25]=2)[C:20]2[C:15](=[CH:16][CH:17]=[C:18]([F:40])[CH:19]=2)[CH:14]=1)[CH3:9].C=O.C([BH3-])#N.[Na+]. (5) Given the product [Br:12][CH2:13][C:14]([NH:1][CH2:2][CH2:3][CH2:4][CH2:5][CH2:6][C:7]([OH:9])=[O:8])=[O:15], predict the reactants needed to synthesize it. The reactants are: [NH2:1][CH2:2][CH2:3][CH2:4][CH2:5][CH2:6][C:7]([OH:9])=[O:8].[OH-].[K+].[Br:12][CH2:13][C:14](Br)=[O:15].C(=O)([O-])[O-].[K+].[K+].Cl. (6) Given the product [CH2:63]([C@@H:62]1[C:61](=[O:100])[NH:60][C@H:38]([CH2:39][S:40][C:41]([C:54]2[CH:59]=[CH:58][CH:57]=[CH:56][CH:55]=2)([C:42]2[CH:43]=[CH:44][CH:45]=[CH:46][CH:47]=2)[C:48]2[CH:53]=[CH:52][CH:51]=[CH:50][CH:49]=2)[C:37](=[O:101])[NH:36][C@H:32]([CH:33]([CH3:35])[CH3:34])[C@@H:27]([OH:26])[CH2:28][C:29](=[O:31])[O:30][O:98][C@H:73](/[CH:74]=[CH:75]/[CH2:76][CH2:77][S:78][C:79]([C:92]2[CH:93]=[CH:94][CH:95]=[CH:96][CH:97]=2)([C:86]2[CH:91]=[CH:90][CH:89]=[CH:88][CH:87]=2)[C:80]2[CH:85]=[CH:84][CH:83]=[CH:82][CH:81]=2)[NH:72][C:71](=[O:99])[CH2:70]1)[C:64]1[CH:65]=[CH:66][CH:67]=[CH:68][CH:69]=1, predict the reactants needed to synthesize it. The reactants are: CC1C=CC=C([N+]([O-])=O)C=1C(OC(C1C([N+]([O-])=O)=CC=CC=1C)=O)=O.[OH:26][C@H:27]([C@H:32]([NH:36][C:37](=[O:101])[C@H:38]([NH:60][C:61](=[O:100])[C@H:62]([CH2:70][C:71](=[O:99])[NH:72][C@H:73]([OH:98])/[CH:74]=[CH:75]/[CH2:76][CH2:77][S:78][C:79]([C:92]1[CH:97]=[CH:96][CH:95]=[CH:94][CH:93]=1)([C:86]1[CH:91]=[CH:90][CH:89]=[CH:88][CH:87]=1)[C:80]1[CH:85]=[CH:84][CH:83]=[CH:82][CH:81]=1)[CH2:63][C:64]1[CH:69]=[CH:68][CH:67]=[CH:66][CH:65]=1)[CH2:39][S:40][C:41]([C:54]1[CH:59]=[CH:58][CH:57]=[CH:56][CH:55]=1)([C:48]1[CH:53]=[CH:52][CH:51]=[CH:50][CH:49]=1)[C:42]1[CH:47]=[CH:46][CH:45]=[CH:44][CH:43]=1)[CH:33]([CH3:35])[CH3:34])[CH2:28][C:29]([OH:31])=[O:30].